From a dataset of Catalyst prediction with 721,799 reactions and 888 catalyst types from USPTO. Predict which catalyst facilitates the given reaction. (1) Reactant: C(OC(=O)[NH:7][CH2:8][CH2:9][O:10][C:11]1[CH:16]=[CH:15][C:14]([F:17])=[C:13]([CH:18]([CH2:21][C:22]2[CH:27]=[CH:26][CH:25]=[CH:24][CH:23]=2)[C:19]#[N:20])[CH:12]=1)(C)(C)C.Cl. Product: [NH2:7][CH2:8][CH2:9][O:10][C:11]1[CH:16]=[CH:15][C:14]([F:17])=[C:13]([CH:18]([CH2:21][C:22]2[CH:23]=[CH:24][CH:25]=[CH:26][CH:27]=2)[C:19]#[N:20])[CH:12]=1. The catalyst class is: 12. (2) Reactant: [F:1][C:2]([F:49])([F:48])[C:3]1[CH:4]=[C:5]([CH:41]=[C:42]([C:44]([F:47])([F:46])[F:45])[CH:43]=1)[CH2:6][N:7]([CH2:25][C:26]1[C:31](OS(C(F)(F)F)(=O)=O)=[CH:30][CH:29]=[C:28]([CH3:40])[N:27]=1)[C:8]1[N:13]=[CH:12][C:11]([N:14]2[CH2:19][CH2:18][CH:17]([C:20]([O:22][CH2:23][CH3:24])=[O:21])[CH2:16][CH2:15]2)=[CH:10][N:9]=1.[CH:50]([C:53]1[CH:54]=[CH:55][C:56]([O:62][CH3:63])=[C:57](B(O)O)[CH:58]=1)([CH3:52])[CH3:51].C(=O)([O-])[O-].[Cs+].[Cs+].O. Product: [F:46][C:44]([F:45])([F:47])[C:42]1[CH:41]=[C:5]([CH:4]=[C:3]([C:2]([F:1])([F:48])[F:49])[CH:43]=1)[CH2:6][N:7]([CH2:25][C:26]1[C:31]([C:57]2[CH:58]=[C:53]([CH:50]([CH3:52])[CH3:51])[CH:54]=[CH:55][C:56]=2[O:62][CH3:63])=[CH:30][CH:29]=[C:28]([CH3:40])[N:27]=1)[C:8]1[N:9]=[CH:10][C:11]([N:14]2[CH2:19][CH2:18][CH:17]([C:20]([O:22][CH2:23][CH3:24])=[O:21])[CH2:16][CH2:15]2)=[CH:12][N:13]=1. The catalyst class is: 155.